From a dataset of Peptide-MHC class I binding affinity with 185,985 pairs from IEDB/IMGT. Regression. Given a peptide amino acid sequence and an MHC pseudo amino acid sequence, predict their binding affinity value. This is MHC class I binding data. (1) The peptide sequence is CTDPSERVFK. The MHC is HLA-A68:01 with pseudo-sequence HLA-A68:01. The binding affinity (normalized) is 0.628. (2) The peptide sequence is SYVFNFHKY. The MHC is HLA-A24:03 with pseudo-sequence HLA-A24:03. The binding affinity (normalized) is 0.630. (3) The peptide sequence is WYMWLGARFL. The MHC is HLA-A24:02 with pseudo-sequence HLA-A24:02. The binding affinity (normalized) is 0.829. (4) The MHC is HLA-A02:03 with pseudo-sequence HLA-A02:03. The peptide sequence is TYLYNKYSF. The binding affinity (normalized) is 0.0847. (5) The peptide sequence is MFAPTLWARM. The MHC is Patr-A0901 with pseudo-sequence Patr-A0901. The binding affinity (normalized) is 0.507. (6) The peptide sequence is FTWQHNYYL. The MHC is HLA-A29:02 with pseudo-sequence HLA-A29:02. The binding affinity (normalized) is 0.637. (7) The peptide sequence is RQKLKDAEK. The MHC is HLA-A26:01 with pseudo-sequence HLA-A26:01. The binding affinity (normalized) is 0.0847. (8) The peptide sequence is KELYPLTSL. The MHC is HLA-B08:01 with pseudo-sequence HLA-B08:01. The binding affinity (normalized) is 0.146. (9) The peptide sequence is FSLPFPFLYKFLL. The MHC is HLA-B15:01 with pseudo-sequence HLA-B15:01. The binding affinity (normalized) is 0.288.